Predict which catalyst facilitates the given reaction. From a dataset of Catalyst prediction with 721,799 reactions and 888 catalyst types from USPTO. Reactant: [C:1]12([C:11]3[CH:12]=[C:13]([C:25]4[CH:37]=[CH:36][C:28](/[CH:29]=[CH:30]/[C:31]([O:33][CH2:34][CH3:35])=[O:32])=[CH:27][C:26]=4[CH3:38])[CH:14]=[CH:15][C:16]=3[O:17]CC3C=CC=CC=3)[CH2:10][CH:5]3[CH2:6][CH:7]([CH2:9][CH:3]([CH2:4]3)[CH2:2]1)[CH2:8]2.B(Br)(Br)Br.CCOC(C)=O.CCCCCC. Product: [C:1]12([C:11]3[CH:12]=[C:13]([C:25]4[CH:37]=[CH:36][C:28](/[CH:29]=[CH:30]/[C:31]([O:33][CH2:34][CH3:35])=[O:32])=[CH:27][C:26]=4[CH3:38])[CH:14]=[CH:15][C:16]=3[OH:17])[CH2:8][CH:7]3[CH2:9][CH:3]([CH2:4][CH:5]([CH2:6]3)[CH2:10]1)[CH2:2]2. The catalyst class is: 2.